Dataset: Peptide-MHC class I binding affinity with 185,985 pairs from IEDB/IMGT. Task: Regression. Given a peptide amino acid sequence and an MHC pseudo amino acid sequence, predict their binding affinity value. This is MHC class I binding data. (1) The peptide sequence is DIVKGLSGY. The MHC is HLA-B27:05 with pseudo-sequence HLA-B27:05. The binding affinity (normalized) is 0.0847. (2) The peptide sequence is GLSQRHEEKV. The binding affinity (normalized) is 0. The MHC is HLA-A02:06 with pseudo-sequence HLA-A02:06. (3) The peptide sequence is YPPPRYITV. The MHC is HLA-A02:06 with pseudo-sequence HLA-A02:06. The binding affinity (normalized) is 0.770. (4) The binding affinity (normalized) is 0.0847. The MHC is HLA-B51:01 with pseudo-sequence HLA-B51:01. The peptide sequence is FTMRLLSPV.